From a dataset of Catalyst prediction with 721,799 reactions and 888 catalyst types from USPTO. Predict which catalyst facilitates the given reaction. (1) Reactant: Br[CH2:2][C:3]1[CH:8]=[CH:7][C:6]([CH:9]2[N:12]([C:13]3[CH:18]=[CH:17][C:16]([F:19])=[CH:15][CH:14]=3)[C:11](=[O:20])[CH:10]2[CH2:21][CH2:22][CH:23]([O:31][Si](C(C)(C)C)(C)C)[C:24]2[CH:29]=[CH:28][C:27]([F:30])=[CH:26][CH:25]=2)=[C:5]([OH:39])[CH:4]=1.[NH:40]1[CH2:45][CH2:44][NH:43][CH2:42][CH2:41]1. Product: [F:19][C:16]1[CH:17]=[CH:18][C:13]([N:12]2[CH:9]([C:6]3[CH:7]=[CH:8][C:3]([CH2:2][N:40]4[CH2:45][CH2:44][NH:43][CH2:42][CH2:41]4)=[CH:4][C:5]=3[OH:39])[CH:10]([CH2:21][CH2:22][CH:23]([C:24]3[CH:25]=[CH:26][C:27]([F:30])=[CH:28][CH:29]=3)[OH:31])[C:11]2=[O:20])=[CH:14][CH:15]=1. The catalyst class is: 10. (2) Reactant: [CH3:1][N:2]([CH3:27])[C:3]([C:5]1[CH:25]=[CH:24][C:8]([O:9][C:10]2[C:15]3[CH2:16][C:17]([CH3:20])([CH3:19])[O:18][C:14]=3[CH:13]=[C:12]([C:21](O)=[O:22])[CH:11]=2)=[CH:7][C:6]=1[F:26])=[O:4].[NH2:28][C:29]1[CH:33]=[CH:32][O:31][N:30]=1.C(N(CC)CC)C.CN(C(ON1N=NC2C=CC=NC1=2)=[N+](C)C)C.F[P-](F)(F)(F)(F)F. Product: [O:31]1[CH:32]=[CH:33][C:29]([NH:28][C:21]([C:12]2[CH:11]=[C:10]([O:9][C:8]3[CH:24]=[CH:25][C:5]([C:3](=[O:4])[N:2]([CH3:27])[CH3:1])=[C:6]([F:26])[CH:7]=3)[C:15]3[CH2:16][C:17]([CH3:19])([CH3:20])[O:18][C:14]=3[CH:13]=2)=[O:22])=[N:30]1. The catalyst class is: 3. (3) Reactant: [OH-].[Na+].[NH2:3][C:4]1[C:9]([C:10]2[O:11][C:12]3[C:18]([C:19]([O:21]C)=[O:20])=[CH:17][CH:16]=[CH:15][C:13]=3[N:14]=2)=[CH:8][C:7]([C:23]2[CH:24]=[N:25][N:26]([CH:28]3[CH2:33][CH2:32][N:31]([C:34]([O:36][C:37]([CH3:40])([CH3:39])[CH3:38])=[O:35])[CH2:30][CH2:29]3)[CH:27]=2)=[CH:6][N:5]=1. Product: [NH2:3][C:4]1[C:9]([C:10]2[O:11][C:12]3[C:18]([C:19]([OH:21])=[O:20])=[CH:17][CH:16]=[CH:15][C:13]=3[N:14]=2)=[CH:8][C:7]([C:23]2[CH:24]=[N:25][N:26]([CH:28]3[CH2:29][CH2:30][N:31]([C:34]([O:36][C:37]([CH3:40])([CH3:39])[CH3:38])=[O:35])[CH2:32][CH2:33]3)[CH:27]=2)=[CH:6][N:5]=1. The catalyst class is: 5.